This data is from Full USPTO retrosynthesis dataset with 1.9M reactions from patents (1976-2016). The task is: Predict the reactants needed to synthesize the given product. (1) Given the product [Si:1]([O:8][CH2:9][C:10]1[NH:11][C:12]2[C:17]([CH:18]=1)=[C:16]([CH:19]=[CH2:20])[C:15]([CH:21]([OH:22])[CH2:27][CH2:26][CH:25]=[CH2:24])=[CH:14][CH:13]=2)([C:4]([CH3:7])([CH3:5])[CH3:6])([CH3:3])[CH3:2], predict the reactants needed to synthesize it. The reactants are: [Si:1]([O:8][CH2:9][C:10]1[N:11](C)[C:12]2[C:17]([CH:18]=1)=[C:16]([CH:19]=[CH2:20])[C:15]([CH:21]=[O:22])=[CH:14][CH:13]=2)([C:4]([CH3:7])([CH3:6])[CH3:5])([CH3:3])[CH3:2].[CH2:24]([Mg]Br)[CH2:25][CH:26]=[CH2:27]. (2) Given the product [Cl:17][C:18]1[CH:19]=[C:20]([C:24]2[O:28][N:27]=[C:26]([CH:29]([O:31][C:6]3[N:2]([CH3:1])[C:3]([C:11]4[CH:16]=[CH:15][N:14]=[CH:13][CH:12]=4)=[N:4][N:5]=3)[CH3:30])[N:25]=2)[CH:21]=[CH:22][CH:23]=1, predict the reactants needed to synthesize it. The reactants are: [CH3:1][N:2]1[C:6](S(C)(=O)=O)=[N:5][N:4]=[C:3]1[C:11]1[CH:16]=[CH:15][N:14]=[CH:13][CH:12]=1.[Cl:17][C:18]1[CH:19]=[C:20]([C:24]2[O:28][N:27]=[C:26]([CH:29]([OH:31])[CH3:30])[N:25]=2)[CH:21]=[CH:22][CH:23]=1.C(=O)([O-])[O-].[Cs+].[Cs+]. (3) Given the product [Br:30][C:31]1[CH:36]=[CH:35][C:34]2[NH:37][C:5]([C@@H:2]([NH:1][C:8](=[O:9])[O:10][C:11]([CH3:14])([CH3:13])[CH3:12])[CH2:3][CH3:4])=[N:38][C:33]=2[CH:32]=1, predict the reactants needed to synthesize it. The reactants are: [NH:1]([C:8]([O:10][C:11]([CH3:14])([CH3:13])[CH3:12])=[O:9])[C@H:2]([C:5](O)=O)[CH2:3][CH3:4].CN1CCOCC1.ClC(OCC(C)C)=O.[Br:30][C:31]1[CH:32]=[C:33]([NH2:38])[C:34]([NH2:37])=[CH:35][CH:36]=1.C(O)(=O)C. (4) Given the product [CH3:6][N:7]1[CH:11]=[CH:10][N:9]=[C:8]1[Sn:12]([CH2:17][CH2:18][CH2:19][CH3:20])([CH2:21][CH2:22][CH2:23][CH3:24])[CH2:13][CH2:14][CH2:15][CH3:16], predict the reactants needed to synthesize it. The reactants are: [Li]CCCC.[CH3:6][N:7]1[CH:11]=[CH:10][N:9]=[CH:8]1.[Sn:12](Cl)([CH2:21][CH2:22][CH2:23][CH3:24])([CH2:17][CH2:18][CH2:19][CH3:20])[CH2:13][CH2:14][CH2:15][CH3:16]. (5) Given the product [CH3:1][C:2]1[CH:7]=[C:6]([CH3:8])[CH:5]=[CH:4][C:3]=1[C:9]1[C:10](=[O:20])[N:11]([CH3:19])[C:12]([N:15]([CH2:24][CH2:25][CH3:26])[CH2:16][CH2:17][CH3:18])=[N:13][CH:14]=1, predict the reactants needed to synthesize it. The reactants are: [CH3:1][C:2]1[CH:7]=[C:6]([CH3:8])[CH:5]=[CH:4][C:3]=1[C:9]1[C:10](=[O:20])[N:11]([CH3:19])[C:12]([NH:15][CH2:16][CH2:17][CH3:18])=[N:13][CH:14]=1.[OH-].[K+].I[CH2:24][CH2:25][CH3:26]. (6) Given the product [C:5]([NH:1][C:2]([NH2:4])=[S:3])(=[O:9])[CH:6]([CH3:8])[CH3:7], predict the reactants needed to synthesize it. The reactants are: [NH2:1][C:2]([NH2:4])=[S:3].[C:5](Cl)(=[O:9])[CH:6]([CH3:8])[CH3:7].